This data is from Forward reaction prediction with 1.9M reactions from USPTO patents (1976-2016). The task is: Predict the product of the given reaction. (1) Given the reactants [Cl:1][C:2]1[CH:3]=[CH:4][C:5]([CH2:11][O:12][C:13]2[CH:18]=[CH:17][C:16]([CH3:19])=[CH:15][CH:14]=2)=[C:6]([CH:10]=1)[C:7]([OH:9])=O.Cl.[NH2:21][C@H:22]([C:24]1[CH:33]=[CH:32][C:27]([C:28]([O:30][CH3:31])=[O:29])=[CH:26][CH:25]=1)[CH3:23], predict the reaction product. The product is: [Cl:1][C:2]1[CH:3]=[CH:4][C:5]([CH2:11][O:12][C:13]2[CH:18]=[CH:17][C:16]([CH3:19])=[CH:15][CH:14]=2)=[C:6]([CH:10]=1)[C:7]([NH:21][C@H:22]([C:24]1[CH:33]=[CH:32][C:27]([C:28]([O:30][CH3:31])=[O:29])=[CH:26][CH:25]=1)[CH3:23])=[O:9]. (2) The product is: [Cl:8][C:3]([F:7])([C:2]([Cl:1])([F:10])[F:9])[CH2:4][CH2:5][CH:18]([S:15]([CH2:14][CH2:13][C:12]([F:23])([F:24])[F:11])(=[O:17])=[O:16])[C:19]([O:21][CH3:22])=[O:20]. Given the reactants [Cl:1][C:2]([F:10])([F:9])[C:3]([Cl:8])([F:7])[CH2:4][CH2:5]I.[F:11][C:12]([F:24])([F:23])[CH2:13][CH2:14][S:15]([CH2:18][C:19]([O:21][CH3:22])=[O:20])(=[O:17])=[O:16].[H-].[Na+].Cl, predict the reaction product. (3) Given the reactants [C:1]([NH:4][C:5]1[CH:10]=[CH:9][C:8]([N+:11]([O-:13])=[O:12])=[CH:7][C:6]=1[OH:14])(=[O:3])[CH3:2].C(=O)([O-])[O-].[K+].[K+].[CH2:21](Br)[CH3:22].C(I)C, predict the reaction product. The product is: [C:1]([NH:4][C:5]1[CH:10]=[CH:9][C:8]([N+:11]([O-:13])=[O:12])=[CH:7][C:6]=1[O:14][CH2:21][CH3:22])(=[O:3])[CH3:2]. (4) Given the reactants [F:1][C@H:2]1[C@H:6]([NH:7][C:8](=[O:15])[CH2:9][CH2:10][S:11]([CH3:14])(=[O:13])=[O:12])[CH2:5][N:4](C(OCC2C=CC=CC=2)=O)[CH2:3]1, predict the reaction product. The product is: [F:1][C@@H:2]1[CH2:3][NH:4][CH2:5][C@H:6]1[NH:7][C:8](=[O:15])[CH2:9][CH2:10][S:11]([CH3:14])(=[O:12])=[O:13]. (5) Given the reactants C([O-])([O-])=O.[Cs+].[Cs+].Br[C:8]1[CH:9]=[C:10]2[C:14](=[CH:15][CH:16]=1)[N:13]([CH:17]1[CH2:22][CH2:21][CH2:20][CH2:19][O:18]1)[N:12]=[C:11]2[C:23]1[N:28]=[C:27]([O:29][C@@H:30]2[CH2:35][CH2:34][CH2:33][N:32]([C:36]([O:38][C:39]([CH3:42])([CH3:41])[CH3:40])=[O:37])[CH2:31]2)[CH:26]=[N:25][CH:24]=1.[CH:43]([O:46][C:47]1[CH:52]=[N:51][CH:50]=[C:49](B2OC(C)(C)C(C)(C)O2)[N:48]=1)([CH3:45])[CH3:44], predict the reaction product. The product is: [CH3:44][CH:43]([O:46][C:47]1[N:48]=[C:49]([C:8]2[CH:9]=[C:10]3[C:14](=[CH:15][CH:16]=2)[N:13]([CH:17]2[CH2:22][CH2:21][CH2:20][CH2:19][O:18]2)[N:12]=[C:11]3[C:23]2[N:28]=[C:27]([O:29][C@@H:30]3[CH2:35][CH2:34][CH2:33][N:32]([C:36]([O:38][C:39]([CH3:40])([CH3:41])[CH3:42])=[O:37])[CH2:31]3)[CH:26]=[N:25][CH:24]=2)[CH:50]=[N:51][CH:52]=1)[CH3:45]. (6) Given the reactants [Cl:1][C:2]1[C:7]([C:8]2[CH:13]=[CH:12][CH:11]=[CH:10][CH:9]=2)=[N:6][N:5]=[C:4]2[N:14]([CH3:24])[N:15]=[C:16]([C:17]3[CH:22]=[CH:21][CH:20]=[CH:19][C:18]=3Cl)[C:3]=12.CN1C(N)=CC(C2C=CC=CC=2)=N1.[F:38]C1C=CC(C#C)=CC=1, predict the reaction product. The product is: [Cl:1][C:2]1[C:7]([C:8]2[CH:13]=[CH:12][C:11]([F:38])=[CH:10][CH:9]=2)=[N:6][N:5]=[C:4]2[N:14]([CH3:24])[N:15]=[C:16]([C:17]3[CH:22]=[CH:21][CH:20]=[CH:19][CH:18]=3)[C:3]=12. (7) Given the reactants Cl[C:2]1[N:11]=[C:10]([C:12]2[C:13](=[O:26])[NH:14][C:15](=[O:25])[C:16]=2[C:17]2[C:18]3[S:24][CH:23]=[CH:22][C:19]=3[NH:20][CH:21]=2)[C:9]2[C:4](=[CH:5][CH:6]=[CH:7][CH:8]=2)[N:3]=1.O[C@H](C1C=CC=CC=1)C(O)=O.[CH2:38]1[NH:43][CH2:42][CH2:41][N:40]2[CH2:44][CH2:45][CH2:46][C@H:39]12.C([O-])(O)=O.[Na+], predict the reaction product. The product is: [CH2:38]1[N:43]([C:2]2[N:11]=[C:10]([C:12]3[C:13](=[O:26])[NH:14][C:15](=[O:25])[C:16]=3[C:17]3[C:18]4[S:24][CH:23]=[CH:22][C:19]=4[NH:20][CH:21]=3)[C:9]3[C:4](=[CH:5][CH:6]=[CH:7][CH:8]=3)[N:3]=2)[CH2:42][CH2:41][N:40]2[CH2:44][CH2:45][CH2:46][C@H:39]12.